This data is from Catalyst prediction with 721,799 reactions and 888 catalyst types from USPTO. The task is: Predict which catalyst facilitates the given reaction. (1) Reactant: [OH:1][C:2]1[CH:9]=[C:8]([OH:10])[C:7]([CH:11]([CH3:13])[CH3:12])=[CH:6][C:3]=1[CH:4]=[O:5].[C:14]([O-:17])([O-])=O.[K+].[K+].Cl[CH2:21][C:22]1[CH:27]=[CH:26][C:25]([O:28][CH3:29])=[CH:24][CH:23]=1.O. Product: [CH:11]([C:7]1[C:8]([O:10][CH2:4][C:3]2[CH:6]=[CH:7][C:8]([O:17][CH3:14])=[CH:9][CH:2]=2)=[CH:9][C:2]([O:1][CH2:21][C:22]2[CH:27]=[CH:26][C:25]([O:28][CH3:29])=[CH:24][CH:23]=2)=[C:3]([CH:6]=1)[CH:4]=[O:5])([CH3:13])[CH3:12]. The catalyst class is: 3. (2) Reactant: [Cl:1][C:2]1[CH:12]=[C:11]([C:13]2[CH2:18][CH2:17][C:16](=[O:19])[NH:15][N:14]=2)[CH:10]=[CH:9][C:3]=1[O:4][CH2:5][C:6]([OH:8])=O.Cl.CN(C)CCCN=C=NCC.OC1C2NN=NC=2N=CC=1.[O:42]([CH2:49][C@@H:50]([OH:59])[CH2:51][NH:52][CH:53]1[CH2:58][CH2:57][NH:56][CH2:55][CH2:54]1)[C:43]1[CH:48]=[CH:47][CH:46]=[CH:45][CH:44]=1.[OH-].[Na+]. Product: [Cl:1][C:2]1[CH:12]=[C:11]([C:13]2[CH2:18][CH2:17][C:16](=[O:19])[NH:15][N:14]=2)[CH:10]=[CH:9][C:3]=1[O:4][CH2:5][C:6]([N:56]1[CH2:55][CH2:54][CH:53]([NH:52][CH2:51][C@H:50]([OH:59])[CH2:49][O:42][C:43]2[CH:48]=[CH:47][CH:46]=[CH:45][CH:44]=2)[CH2:58][CH2:57]1)=[O:8]. The catalyst class is: 391. (3) Reactant: [CH:1]([C:3]1[CH:13]=[CH:12][C:6]([O:7][CH2:8][C:9](O)=[O:10])=[CH:5][CH:4]=1)=[O:2].[CH3:14][N:15](C=O)C.C(Cl)(=O)C(Cl)=O. Product: [CH:1]([C:3]1[CH:13]=[CH:12][C:6]([O:7][CH2:8][C:9]([NH:15][CH3:14])=[O:10])=[CH:5][CH:4]=1)=[O:2]. The catalyst class is: 2. (4) Reactant: Cl[C:2]1[C:3](=[O:12])[N:4]([CH2:9][O:10][CH3:11])[N:5]=[CH:6][C:7]=1[Cl:8].[CH3:13][O-:14].[Na+]. Product: [Cl:8][C:7]1[CH:6]=[N:5][N:4]([CH2:9][O:10][CH3:11])[C:3](=[O:12])[C:2]=1[O:14][CH3:13]. The catalyst class is: 5. (5) Reactant: CC([O-])(C)C.[K+].[CH3:7]/[CH:8]=[CH:9]/[CH3:10].[Li]CCCC.C([O:19][B:20](OC(C)C)[O:21]C(C)C)(C)C.C([K])/C=C/C.Cl.[Na+].[Cl-].[C:37]([C@@H:43]([C@H:45]([C:47]([O:49][CH:50]([CH3:52])[CH3:51])=[O:48])[OH:46])[OH:44])([O:39][CH:40]([CH3:42])[CH3:41])=[O:38]. Product: [CH2:7]([B:20]([OH:21])[OH:19])/[CH:8]=[CH:9]/[CH3:10].[C:47]([C@@H:45]([C@H:43]([C:37]([O:39][CH:40]([CH3:42])[CH3:41])=[O:38])[OH:44])[OH:46])([O:49][CH:50]([CH3:51])[CH3:52])=[O:48]. The catalyst class is: 332.